Dataset: Reaction yield outcomes from USPTO patents with 853,638 reactions. Task: Predict the reaction yield, written as a fraction of the theoretical maximum amount of product (1.0 means a 100% yield; for example, 0.34 means a 34% yield). (1) The reactants are [F:1][C:2]1[CH:7]=[C:6]([N+:8]([O-:10])=[O:9])[CH:5]=[CH:4][C:3]=1[N:11]1[CH2:16][CH:15]=[C:14]([O:17][Si](C)(C)C)[CH2:13][CH2:12]1.C(=O)(OC)OCC=C.O. The catalyst is CS(C)=O.CC([O-])=O.CC([O-])=O.[Pd+2]. The product is [F:1][C:2]1[CH:7]=[C:6]([N+:8]([O-:10])=[O:9])[CH:5]=[CH:4][C:3]=1[N:11]1[CH:12]=[CH:13][C:14](=[O:17])[CH2:15][CH2:16]1. The yield is 0.700. (2) The reactants are C1(S([N:10]2[C:14]3[CH:15]=[N:16][C:17]([C:28]#[N:29])=[C:18]([O:19][CH:20]4[CH2:25][CH2:24][N:23]([CH2:26][CH3:27])[CH2:22][CH2:21]4)[C:13]=3[C:12]3[CH:30]=[C:31](Br)[CH:32]=[N:33][C:11]2=3)(=O)=O)C=CC=CC=1.F[B-](F)(F)F.C([PH+](C(C)(C)C)C(C)(C)C)(C)(C)C.O1C[CH2:57][O:56][CH2:55]C1.N12CCCN=C1CCCCC2.[OH2:70]. The catalyst is [C-]#[O+].[C-]#[O+].[C-]#[O+].[C-]#[O+].[C-]#[O+].[C-]#[O+].[Mo].CO. The product is [CH3:55][O:56][C:57]([C:31]1[CH:32]=[N:33][C:11]2[NH:10][C:14]3[CH:15]=[N:16][C:17]([C:28]#[N:29])=[C:18]([O:19][CH:20]4[CH2:25][CH2:24][N:23]([CH2:26][CH3:27])[CH2:22][CH2:21]4)[C:13]=3[C:12]=2[CH:30]=1)=[O:70]. The yield is 0.280. (3) The reactants are [C:1]([O:7][CH2:8][CH3:9])(=[O:6])[CH2:2][C:3]([CH3:5])=O.[I:10][C:11]1[CH:18]=[CH:17][CH:16]=[CH:15][C:12]=1[CH:13]=O.[NH4+:19].[OH-:20]. The catalyst is CCO.C(Cl)Cl. The product is [I:10][C:11]1[CH:18]=[CH:17][CH:16]=[CH:15][C:12]=1[CH:13]1[C:2]([C:1]([O:7][CH2:8][CH3:9])=[O:6])=[C:3]([CH3:5])[NH:19][C:3]([CH3:5])=[C:2]1[C:1]([O:7][CH2:8][CH3:9])=[O:20]. The yield is 0.540. (4) The catalyst is C(Cl)Cl.O.Cl[Pd](Cl)([P](C1C=CC=CC=1)(C1C=CC=CC=1)C1C=CC=CC=1)[P](C1C=CC=CC=1)(C1C=CC=CC=1)C1C=CC=CC=1.[Cu]I. The reactants are Br[C:2]1[CH:3]=[N:4][CH:5]=[CH:6][C:7]=1[CH3:8].CN(C=O)C.[C:14]([Si:16]([CH3:19])([CH3:18])[CH3:17])#[CH:15].C(N(CC)CC)C. The product is [CH3:8][C:7]1[CH:6]=[CH:5][N:4]=[CH:3][C:2]=1[C:15]#[C:14][Si:16]([CH3:19])([CH3:18])[CH3:17]. The yield is 0.660. (5) The reactants are CC(C)N=C=NC(C)C.O[CH2:11][CH2:12][C:13]([O:15]C(C)(C)C)=[O:14].[CH3:20][CH2:21][N:22]1[C:26]([C:27]2[CH:32]=[CH:31][C:30]([Cl:33])=[CH:29][CH:28]=2)=[C:25]([C:34]2[CH:39]=[CH:38][CH:37]=[C:36]([N:40]3[CH2:45][CH2:44][N:43]([C:46]4[CH:51]=[CH:50][C:49]([NH:52][S:53]([C:56]5[CH:61]=[CH:60][C:59]([NH:62][C@@H:63]([CH2:73][S:74][C:75]6[CH:80]=[CH:79][CH:78]=[CH:77][CH:76]=6)[CH2:64][CH2:65][N:66]6[CH2:71][CH2:70][CH:69]([OH:72])[CH2:68][CH2:67]6)=[C:58]([S:81]([C:84]([F:87])([F:86])[F:85])(=[O:83])=[O:82])[CH:57]=5)(=[O:55])=[O:54])=[CH:48][CH:47]=4)[CH2:42][CH2:41]3)[CH:35]=2)[C:24]([C:88]([OH:90])=[O:89])=[C:23]1[CH3:91]. The catalyst is CN(C1C=CN=CC=1)C.C(Cl)Cl.C(OCC)(=O)C. The product is [Cl:33][C:30]1[CH:31]=[CH:32][C:27]([C:26]2[N:22]([CH2:21][CH3:20])[C:23]([CH3:91])=[C:24]([C:88]([O:90][CH2:11][CH2:12][C:13]([OH:15])=[O:14])=[O:89])[C:25]=2[C:34]2[CH:39]=[CH:38][CH:37]=[C:36]([N:40]3[CH2:41][CH2:42][N:43]([C:46]4[CH:47]=[CH:48][C:49]([NH:52][S:53]([C:56]5[CH:61]=[CH:60][C:59]([NH:62][C@H:63]([CH2:64][CH2:65][N:66]6[CH2:67][CH2:68][CH:69]([OH:72])[CH2:70][CH2:71]6)[CH2:73][S:74][C:75]6[CH:76]=[CH:77][CH:78]=[CH:79][CH:80]=6)=[C:58]([S:81]([C:84]([F:85])([F:86])[F:87])(=[O:82])=[O:83])[CH:57]=5)(=[O:55])=[O:54])=[CH:50][CH:51]=4)[CH2:44][CH2:45]3)[CH:35]=2)=[CH:28][CH:29]=1. The yield is 0.700. (6) The reactants are [Br:1][C:2]1[CH:3]=[C:4]2[C:12](=[CH:13][CH:14]=1)[NH:11][C:10]1[CH:9]([NH2:15])[CH2:8][CH2:7][CH2:6][C:5]2=1.C[Si]([N:20]=[C:21]=[O:22])(C)C. The catalyst is C(O)(C)C. The product is [Br:1][C:2]1[CH:3]=[C:4]2[C:12](=[CH:13][CH:14]=1)[NH:11][C:10]1[CH:9]([NH:15][C:21]([NH2:20])=[O:22])[CH2:8][CH2:7][CH2:6][C:5]2=1. The yield is 0.400. (7) The reactants are [N:1]1[CH:6]=[CH:5][CH:4]=[CH:3][C:2]=1[C:7]1[N:11]=[C:10]([C:12]2[CH:17]=[C:16]([C:18]([O:20][CH3:21])=[O:19])[CH:15]=[C:14](I)[CH:13]=2)[O:9][N:8]=1.[CH3:23][N:24](C)C=O. The catalyst is C(OCC)(=O)C.[C-]#N.[Zn+2].[C-]#N.C1C=CC([P]([Pd]([P](C2C=CC=CC=2)(C2C=CC=CC=2)C2C=CC=CC=2)([P](C2C=CC=CC=2)(C2C=CC=CC=2)C2C=CC=CC=2)[P](C2C=CC=CC=2)(C2C=CC=CC=2)C2C=CC=CC=2)(C2C=CC=CC=2)C2C=CC=CC=2)=CC=1. The product is [N:1]1[CH:6]=[CH:5][CH:4]=[CH:3][C:2]=1[C:7]1[N:11]=[C:10]([C:12]2[CH:17]=[C:16]([C:18]([O:20][CH3:21])=[O:19])[CH:15]=[C:14]([C:23]#[N:24])[CH:13]=2)[O:9][N:8]=1. The yield is 0.780. (8) The reactants are [CH2:1]([O:3][C:4]([C:6]1[NH:7][C:8]2[C:13]([C:14]=1Br)=[CH:12][C:11]([NH:16][S:17]([C:20]1[CH:25]=[CH:24][C:23]([C:26]([CH3:29])([CH3:28])[CH3:27])=[CH:22][CH:21]=1)(=[O:19])=[O:18])=[CH:10][CH:9]=2)=[O:5])[CH3:2].[C:30]1(B(O)O)[CH:35]=[CH:34][CH:33]=[CH:32][CH:31]=1. The catalyst is CCCCCC.C(OCC)(=O)C. The product is [CH2:1]([O:3][C:4]([C:6]1[NH:7][C:8]2[C:13]([C:14]=1[C:30]1[CH:35]=[CH:34][CH:33]=[CH:32][CH:31]=1)=[CH:12][C:11]([NH:16][S:17]([C:20]1[CH:25]=[CH:24][C:23]([C:26]([CH3:29])([CH3:28])[CH3:27])=[CH:22][CH:21]=1)(=[O:19])=[O:18])=[CH:10][CH:9]=2)=[O:5])[CH3:2]. The yield is 0.680. (9) The reactants are [NH2:1][CH:2]([CH:7]1[CH2:12][CH2:11][CH:10]([CH3:13])[CH2:9][CH2:8]1)[C:3]([O:5][CH3:6])=[O:4].[N:14]([CH2:17][C:18]1([C:23]2[CH:28]=[CH:27][CH:26]=[CH:25][CH:24]=2)[O:22][CH2:21][CH2:20][O:19]1)=[C:15]=[O:16]. No catalyst specified. The product is [CH3:13][CH:10]1[CH2:9][CH2:8][CH:7]([CH:2]([NH:1][C:15]([NH:14][CH2:17][C:18]2([C:23]3[CH:28]=[CH:27][CH:26]=[CH:25][CH:24]=3)[O:22][CH2:21][CH2:20][O:19]2)=[O:16])[C:3]([O:5][CH3:6])=[O:4])[CH2:12][CH2:11]1. The yield is 0.980.